This data is from NCI-60 drug combinations with 297,098 pairs across 59 cell lines. The task is: Regression. Given two drug SMILES strings and cell line genomic features, predict the synergy score measuring deviation from expected non-interaction effect. (1) Drug 1: C1=NNC2=C1C(=O)NC=N2. Drug 2: CC12CCC3C(C1CCC2OP(=O)(O)O)CCC4=C3C=CC(=C4)OC(=O)N(CCCl)CCCl.[Na+]. Cell line: SR. Synergy scores: CSS=31.1, Synergy_ZIP=-3.52, Synergy_Bliss=-1.19, Synergy_Loewe=-3.03, Synergy_HSA=-3.64. (2) Drug 1: C1=CC(=CC=C1CCC2=CNC3=C2C(=O)NC(=N3)N)C(=O)NC(CCC(=O)O)C(=O)O. Drug 2: CC1=C(C(CCC1)(C)C)C=CC(=CC=CC(=CC(=O)O)C)C. Cell line: SK-MEL-5. Synergy scores: CSS=8.68, Synergy_ZIP=-1.81, Synergy_Bliss=1.14, Synergy_Loewe=-0.778, Synergy_HSA=1.83. (3) Drug 1: C1=C(C(=O)NC(=O)N1)F. Drug 2: C1=CC=C(C=C1)NC(=O)CCCCCCC(=O)NO. Cell line: NCI-H322M. Synergy scores: CSS=45.4, Synergy_ZIP=9.87, Synergy_Bliss=8.97, Synergy_Loewe=8.04, Synergy_HSA=10.4. (4) Drug 1: CNC(=O)C1=CC=CC=C1SC2=CC3=C(C=C2)C(=NN3)C=CC4=CC=CC=N4. Drug 2: CC1CCC2CC(C(=CC=CC=CC(CC(C(=O)C(C(C(=CC(C(=O)CC(OC(=O)C3CCCCN3C(=O)C(=O)C1(O2)O)C(C)CC4CCC(C(C4)OC)OCCO)C)C)O)OC)C)C)C)OC. Cell line: CAKI-1. Synergy scores: CSS=25.5, Synergy_ZIP=-5.64, Synergy_Bliss=-6.41, Synergy_Loewe=-14.1, Synergy_HSA=-3.68. (5) Drug 1: C1=CC(=CC=C1CCC2=CNC3=C2C(=O)NC(=N3)N)C(=O)NC(CCC(=O)O)C(=O)O. Drug 2: C1CN(P(=O)(OC1)NCCCl)CCCl. Cell line: A498. Synergy scores: CSS=20.1, Synergy_ZIP=1.03, Synergy_Bliss=0.201, Synergy_Loewe=-15.5, Synergy_HSA=-0.550. (6) Drug 1: CC(C1=C(C=CC(=C1Cl)F)Cl)OC2=C(N=CC(=C2)C3=CN(N=C3)C4CCNCC4)N. Drug 2: C1=C(C(=O)NC(=O)N1)F. Cell line: NCI-H460. Synergy scores: CSS=50.1, Synergy_ZIP=-3.59, Synergy_Bliss=-8.36, Synergy_Loewe=-9.24, Synergy_HSA=-6.89.